This data is from hERG Central: cardiac toxicity at 1µM, 10µM, and general inhibition. The task is: Predict hERG channel inhibition at various concentrations. (1) The compound is CS(=O)(=O)c1ccc(Cl)c(NC(=O)c2cccc(-n3cnnn3)c2)c1. Results: hERG_inhib (hERG inhibition (general)): blocker. (2) The compound is O=C(O)C(=O)O.OCCN1CCN(CC(O)COC(c2ccc(F)cc2)c2ccc(F)cc2)CC1. Results: hERG_inhib (hERG inhibition (general)): blocker. (3) Results: hERG_inhib (hERG inhibition (general)): blocker. The compound is Cc1cc(C)c2nc(N(CCCN(C)C)C(=O)C3=COCCO3)sc2c1.Cl. (4) The drug is Cc1ccc(C)c(OCc2cc(C(=O)N3CCN(c4cnccn4)CC3)no2)c1. Results: hERG_inhib (hERG inhibition (general)): blocker. (5) The compound is Cc1cc(C)cc(NC(=S)NC2CC3CCC(C2)N3Cc2ccco2)c1. Results: hERG_inhib (hERG inhibition (general)): blocker. (6) The compound is CC(CN(C)Cc1nc(Cc2cccc(C(F)(F)F)c2)no1)CN1CCCC1. Results: hERG_inhib (hERG inhibition (general)): blocker. (7) The compound is COc1ccc(Nc2nc(N3CCN(C)CC3)nc3ccccc23)c(OC)c1. Results: hERG_inhib (hERG inhibition (general)): blocker. (8) The compound is CN1CCN(c2nc(-c3ccccn3)nc3ccccc23)CC1. Results: hERG_inhib (hERG inhibition (general)): blocker. (9) The compound is COc1ccc(C[C@H]2CN3C(=NC[C@H]3Cc3ccccc3)N2CCNC(=O)c2ccc(C)c(Br)c2)cc1. Results: hERG_inhib (hERG inhibition (general)): blocker. (10) The compound is O=C(O)C(=O)O.OC(COCc1ccc(Cl)cc1)CN1CC=C(c2ccccc2)CC1. Results: hERG_inhib (hERG inhibition (general)): blocker.